From a dataset of Forward reaction prediction with 1.9M reactions from USPTO patents (1976-2016). Predict the product of the given reaction. (1) Given the reactants [Br:1][C:2]1[CH:7]=[CH:6][C:5]([OH:8])=[CH:4][CH:3]=1.C([O-])([O-])=O.[K+].[K+].CC1C=CC(S(O[CH:26]2[CH2:29][O:28][CH2:27]2)(=O)=O)=CC=1, predict the reaction product. The product is: [Br:1][C:2]1[CH:7]=[CH:6][C:5]([O:8][CH:26]2[CH2:29][O:28][CH2:27]2)=[CH:4][CH:3]=1. (2) Given the reactants OO.[N:3]1([CH2:9][CH2:10][NH:11][C:12]2[N:13]=[N+:14]([O-:25])[C:15]3[CH:24]=[C:23]4[C:19]([CH2:20][CH2:21][CH2:22]4)=[CH:18][C:16]=3[N:17]=2)[CH2:8][CH2:7][CH2:6][CH2:5][CH2:4]1.C(O)(C(F)(F)F)=[O:27], predict the reaction product. The product is: [N:3]1([CH2:9][CH2:10][NH:11][C:12]2[N:13]=[N+:14]([O-:25])[C:15]3[CH:24]=[C:23]4[C:19]([CH2:20][CH2:21][CH2:22]4)=[CH:18][C:16]=3[N+:17]=2[O-:27])[CH2:8][CH2:7][CH2:6][CH2:5][CH2:4]1. (3) Given the reactants [CH3:1][CH:2]([N:4]1[C:12](=[O:13])[CH2:11][CH2:10][C@H:5]1[C:6]([O:8]C)=[O:7])[CH3:3].CO.[OH-].[Na+], predict the reaction product. The product is: [CH3:3][CH:2]([N:4]1[C:12](=[O:13])[CH2:11][CH2:10][C@H:5]1[C:6]([OH:8])=[O:7])[CH3:1].